This data is from Experimentally validated miRNA-target interactions with 360,000+ pairs, plus equal number of negative samples. The task is: Binary Classification. Given a miRNA mature sequence and a target amino acid sequence, predict their likelihood of interaction. (1) The miRNA is mmu-miR-669i with sequence UGCAUAUACACACAUGCAUAC. Result: 0 (no interaction). The protein sequence of the target gene is MEMEANDHFNFTGLPPAPAASGLKPSPSSGEGLYTNGSPMNFPQQGKSLNGDVNVNGLSTVSHTTTSGILNSAPHSSSTSHLHHPSVAYDCLWNYSQYPSANPGSNLKDPPLLSQFSGGQYPLNGILGGSRQPSSPSHNTNLRAGSQEFWANGTQSPMGLNFDSQELYDSFPDQNFEVMPNGPPSFFTSPQTSPMLGSSIQTFAPSQEVGSGIHPDEAAEKEMTSVVAENGTGLVGSLELEEEQPELKMCGYNGSVPSVESLHQEVSVLVPDPTVSCLDDPSHLPDQLEDTPILSEDSLE.... (2) The miRNA is rno-miR-98-5p with sequence UGAGGUAGUAAGUUGUAUUGUU. The protein sequence of the target gene is MAAAAATKILLCLPLLLLLSGWSRAGRADPHSLCYDITVIPKFRPGPRWCAVQGQVDEKTFLHYDCGNKTVTPVSPLGKKLNVTTAWKAQNPVLREVVDILTEQLRDIQLENYTPKEPLTLQARMSCEQKAEGHSSGSWQFSFDGQIFLLFDSEKRMWTTVHPGARKMKEKWENDKVVAMSFHYFSMGDCIGWLEDFLMGMDSTLEPSAGAPLAMSSGTTQLRATATTLILCCLLIILPCFILPGI. Result: 0 (no interaction).